From a dataset of Full USPTO retrosynthesis dataset with 1.9M reactions from patents (1976-2016). Predict the reactants needed to synthesize the given product. (1) Given the product [CH3:15][Si:14]([CH3:17])([CH3:16])[C:12]#[C:13][C:2]1[CH:3]=[C:4]2[C:9](=[CH:10][CH:11]=1)[CH:8]=[N:7][CH:6]=[CH:5]2, predict the reactants needed to synthesize it. The reactants are: Br[C:2]1[CH:3]=[C:4]2[C:9](=[CH:10][CH:11]=1)[CH:8]=[N:7][CH:6]=[CH:5]2.[C:12]([Si:14]([CH3:17])([CH3:16])[CH3:15])#[CH:13]. (2) Given the product [ClH:1].[N+:2]([C:5]1[CH:24]=[CH:23][C:8]([O:9][CH:10]2[CH2:11][CH2:12][NH:13][CH2:14][CH2:15]2)=[CH:7][CH:6]=1)([O-:4])=[O:3], predict the reactants needed to synthesize it. The reactants are: [ClH:1].[N+:2]([C:5]1[CH:24]=[CH:23][C:8]([O:9][CH:10]2[CH2:15][CH2:14][N:13](C(OC(C)(C)C)=O)[CH2:12][CH2:11]2)=[CH:7][CH:6]=1)([O-:4])=[O:3]. (3) Given the product [NH:31]1[C:32]2[C:28](=[CH:27][CH:26]=[C:25]([O:24][C:2]3[C:11]4[C:6](=[CH:7][C:8]([O:14][CH2:15][CH2:16][CH2:17][N:18]5[CH2:23][CH2:22][CH2:21][CH2:20][CH2:19]5)=[C:9]([O:12][CH3:13])[CH:10]=4)[N:5]=[CH:4][N:3]=3)[CH:33]=2)[CH:29]=[CH:30]1, predict the reactants needed to synthesize it. The reactants are: Cl[C:2]1[C:11]2[C:6](=[CH:7][C:8]([O:14][CH2:15][CH2:16][CH2:17][N:18]3[CH2:23][CH2:22][CH2:21][CH2:20][CH2:19]3)=[C:9]([O:12][CH3:13])[CH:10]=2)[N:5]=[CH:4][N:3]=1.[OH:24][C:25]1[CH:33]=[C:32]2[C:28]([CH:29]=[CH:30][NH:31]2)=[CH:27][CH:26]=1.C(=O)([O-])[O-].[Cs+].[Cs+]. (4) Given the product [CH2:29]([O:28][C:26](=[O:27])[CH2:25][O:24][C:22]([NH:1][CH:2]1[CH2:3][CH2:4][N:5]([C:8]([O:10][C:11]([CH3:14])([CH3:13])[CH3:12])=[O:9])[CH2:6][CH2:7]1)=[O:21])[CH3:30], predict the reactants needed to synthesize it. The reactants are: [NH2:1][CH:2]1[CH2:7][CH2:6][N:5]([C:8]([O:10][C:11]([CH3:14])([CH3:13])[CH3:12])=[O:9])[CH2:4][CH2:3]1.C1([O:21][C:22]([O:24][CH2:25][C:26]([O:28][CH2:29][CH3:30])=[O:27])=O)C=CC=CC=1. (5) Given the product [Br:1][C:2]1[CH:21]=[CH:20][CH:19]=[CH:18][C:3]=1[O:4][CH:5]1[CH2:6][CH2:7][N:8]([C:11]2[S:15][C:14]([C:16](=[N:23][OH:24])[NH2:17])=[N:13][N:12]=2)[CH2:9][CH2:10]1, predict the reactants needed to synthesize it. The reactants are: [Br:1][C:2]1[CH:21]=[CH:20][CH:19]=[CH:18][C:3]=1[O:4][CH:5]1[CH2:10][CH2:9][N:8]([C:11]2[S:15][C:14]([C:16]#[N:17])=[N:13][N:12]=2)[CH2:7][CH2:6]1.Cl.[NH2:23][OH:24].C(=O)([O-])[O-].[K+].[K+]. (6) Given the product [Cl:26][C:27]1[CH:32]=[CH:31][C:30]([NH:33][C:34]([NH:6][CH2:7][C:8]2[CH:9]=[C:10]3[C:14](=[CH:15][CH:16]=2)[C:13](=[O:17])[N:12]([CH:18]2[CH2:23][CH2:22][C:21](=[O:24])[NH:20][C:19]2=[O:25])[CH2:11]3)=[O:35])=[CH:29][C:28]=1[C:36]([F:37])([F:38])[F:39], predict the reactants needed to synthesize it. The reactants are: CS(O)(=O)=O.[NH2:6][CH2:7][C:8]1[CH:9]=[C:10]2[C:14](=[CH:15][CH:16]=1)[C:13](=[O:17])[N:12]([CH:18]1[CH2:23][CH2:22][C:21](=[O:24])[NH:20][C:19]1=[O:25])[CH2:11]2.[Cl:26][C:27]1[CH:32]=[CH:31][C:30]([N:33]=[C:34]=[O:35])=[CH:29][C:28]=1[C:36]([F:39])([F:38])[F:37].Cl. (7) Given the product [CH2:9]([S:8][C:6]1[N:5]([C:11]2[CH:16]=[CH:15][CH:14]=[CH:13][CH:12]=2)[C:4](=[O:17])[CH:3]=[C:2]([NH:21][C:20]2[CH:22]=[CH:23][CH:24]=[CH:25][C:19]=2[C:18]([OH:27])=[O:26])[N:7]=1)[CH3:10], predict the reactants needed to synthesize it. The reactants are: Cl[C:2]1[N:7]=[C:6]([S:8][CH2:9][CH3:10])[N:5]([C:11]2[CH:16]=[CH:15][CH:14]=[CH:13][CH:12]=2)[C:4](=[O:17])[CH:3]=1.[C:18]([O:27]C)(=[O:26])[C:19]1[C:20](=[CH:22][CH:23]=[CH:24][CH:25]=1)[NH2:21].C(=O)([O-])[O-].[K+].[K+].C1C=CC(P(C2C(C3C(P(C4C=CC=CC=4)C4C=CC=CC=4)=CC=C4C=3C=CC=C4)=C3C(C=CC=C3)=CC=2)C2C=CC=CC=2)=CC=1.